From a dataset of Full USPTO retrosynthesis dataset with 1.9M reactions from patents (1976-2016). Predict the reactants needed to synthesize the given product. (1) Given the product [CH2:1]([N:8]1[C:16]2[C:11](=[CH:12][CH:13]=[C:14]([C:17]([OH:19])=[O:18])[CH:15]=2)[CH2:10][CH2:9]1)[C:2]1[CH:7]=[CH:6][CH:5]=[CH:4][CH:3]=1, predict the reactants needed to synthesize it. The reactants are: [CH2:1]([N:8]1[C:16]2[C:11](=[CH:12][CH:13]=[C:14]([C:17]([O:19]CC3C=CC=CC=3)=[O:18])[CH:15]=2)[CH2:10][CH2:9]1)[C:2]1[CH:7]=[CH:6][CH:5]=[CH:4][CH:3]=1.[OH-].[Na+]. (2) Given the product [Cl:11][C:12]1[CH:13]=[CH:14][C:15]([CH:18]2[CH2:24][C:21]3([CH2:22][CH2:23]3)[N:20]([C:31]([O:30][C:27]([CH3:29])([CH3:28])[CH3:26])=[O:32])[C:19]2=[O:25])=[CH:16][CH:17]=1, predict the reactants needed to synthesize it. The reactants are: [Li+].C[Si]([N-][Si](C)(C)C)(C)C.[Cl:11][C:12]1[CH:17]=[CH:16][C:15]([CH:18]2[CH2:24][C:21]3([CH2:23][CH2:22]3)[NH:20][C:19]2=[O:25])=[CH:14][CH:13]=1.[CH3:26][C:27]([O:30][C:31](O[C:31]([O:30][C:27]([CH3:29])([CH3:28])[CH3:26])=[O:32])=[O:32])([CH3:29])[CH3:28]. (3) Given the product [ClH:1].[Cl:1][C:2]1[C:7]([F:8])=[C:6]([F:9])[CH:5]=[CH:4][C:3]=1[CH2:10][NH:11][C:12]([CH:14]1[CH2:18][N:17]([CH2:29][CH2:30][N:31]2[CH2:36][CH2:35][O:34][CH2:33][CH2:32]2)[C:16](=[O:19])[N:15]1[CH3:20])=[O:13], predict the reactants needed to synthesize it. The reactants are: [Cl:1][C:2]1[C:7]([F:8])=[C:6]([F:9])[CH:5]=[CH:4][C:3]=1[CH2:10][NH:11][C:12]([CH:14]1[CH2:18][NH:17][C:16](=[O:19])[N:15]1[CH3:20])=[O:13].C(=O)([O-])[O-].[K+].[K+].Cl.Cl[CH2:29][CH2:30][N:31]1[CH2:36][CH2:35][O:34][CH2:33][CH2:32]1.[H-].[Na+].Cl. (4) The reactants are: [OH:1][C:2]([CH3:38])([CH3:37])[CH2:3][CH:4]([NH:6][C:7]([C:9]1[C:17]2[C:12](=[N:13][CH:14]=[C:15]([C:18]3[C:26]4[C:21](=[CH:22][C:23]([F:27])=[CH:24][CH:25]=4)[N:20]([CH3:28])[N:19]=3)[N:16]=2)[N:11](COCC[Si](C)(C)C)[CH:10]=1)=[O:8])[CH3:5].[F-].[Cs+].C1OCCOCCOCCOCCOCCOC1.C(#N)C. Given the product [OH:1][C:2]([CH3:37])([CH3:38])[CH2:3][CH:4]([NH:6][C:7]([C:9]1[C:17]2[C:12](=[N:13][CH:14]=[C:15]([C:18]3[C:26]4[C:21](=[CH:22][C:23]([F:27])=[CH:24][CH:25]=4)[N:20]([CH3:28])[N:19]=3)[N:16]=2)[NH:11][CH:10]=1)=[O:8])[CH3:5], predict the reactants needed to synthesize it. (5) Given the product [C:11]([O:10][C:8]([NH:15][C@@H:16]([CH2:17][CH2:18][CH2:19][CH2:20][NH:21][C:22]([O:24][C:25]([CH3:28])([CH3:27])[CH3:26])=[O:23])[C:29]([NH:2][CH2:3][CH2:4][C:5]([O:7][CH3:42])=[O:6])=[O:31])=[O:9])([CH3:14])([CH3:13])[CH3:12], predict the reactants needed to synthesize it. The reactants are: Cl.[NH2:2][CH2:3][CH2:4][C:5]([OH:7])=[O:6].[C:8]([NH:15][C@H:16]([C:29]([OH:31])=O)[CH2:17][CH2:18][CH2:19][CH2:20][NH:21][C:22]([O:24][C:25]([CH3:28])([CH3:27])[CH3:26])=[O:23])([O:10][C:11]([CH3:14])([CH3:13])[CH3:12])=[O:9].F[P-](F)(F)(F)(F)F.N1(O[P+](N(C)C)(N(C)C)N(C)C)C2C=CC=C[C:42]=2N=N1.CCN(CC)CC.